Predict which catalyst facilitates the given reaction. From a dataset of Catalyst prediction with 721,799 reactions and 888 catalyst types from USPTO. (1) Reactant: Cl.Cl.[NH2:3][C@H:4]([C:6]1[N:7]([C:18]2[CH:23]=[CH:22][CH:21]=[CH:20][N:19]=2)[C:8]2[C:14]([C:15]#[N:16])=[C:13]([F:17])[CH:12]=[CH:11][C:9]=2[N:10]=1)[CH3:5].Cl[C:25]1[N:33]=[CH:32][N:31]=[C:30]2[C:26]=1[N:27]=[CH:28][N:29]2C1CCCCO1.CCN(C(C)C)C(C)C. Product: [F:17][C:13]1[CH:12]=[CH:11][C:9]2[N:10]=[C:6]([C@@H:4]([NH:3][C:25]3[N:33]=[CH:32][N:31]=[C:30]4[C:26]=3[N:27]=[CH:28][NH:29]4)[CH3:5])[N:7]([C:18]3[CH:23]=[CH:22][CH:21]=[CH:20][N:19]=3)[C:8]=2[C:14]=1[C:15]#[N:16]. The catalyst class is: 41. (2) Reactant: [CH2:1]1[O:7][CH2:6][C@@H:4](O)[C@H:2]1O.I([O-])(=O)(=O)=O.[Na+].[F:14][C:15]1[C:20]([F:21])=[CH:19][CH:18]=[CH:17][C:16]=1[C:22]1[CH:23]=[N:24][O:25][C:26]=1[C:27]1[C:35]2[C:30](=[N:31][CH:32]=[C:33]([C:36]3[CH2:41][CH2:40][CH:39]([NH2:42])[CH2:38][CH:37]=3)[CH:34]=2)[NH:29][CH:28]=1.C([BH3-])#N.[Na+].C(O)(C(F)(F)F)=O. Product: [F:14][C:15]1[C:20]([F:21])=[CH:19][CH:18]=[CH:17][C:16]=1[C:22]1[CH:23]=[N:24][O:25][C:26]=1[C:27]1[C:35]2[C:30](=[N:31][CH:32]=[C:33]([C:36]3[CH2:41][CH2:40][CH:39]([N:42]4[CH2:2][CH2:1][O:7][CH2:6][CH2:4]4)[CH2:38][CH:37]=3)[CH:34]=2)[NH:29][CH:28]=1. The catalyst class is: 72.